From a dataset of Full USPTO retrosynthesis dataset with 1.9M reactions from patents (1976-2016). Predict the reactants needed to synthesize the given product. (1) Given the product [CH:1]1([C:4]2[CH:5]=[C:6]([CH:8]3[CH2:10][CH2:9]3)[NH:13][N:12]=2)[CH2:3][CH2:2]1, predict the reactants needed to synthesize it. The reactants are: [CH:1]1([C:4](=O)[CH2:5][C:6]([CH:8]2[CH2:10][CH2:9]2)=O)[CH2:3][CH2:2]1.[NH2:12][NH2:13]. (2) Given the product [F:3][C:4]1[C:5]([CH2:27][OH:28])=[C:6]([C:11]2[CH:20]=[C:19]3[C:14]([CH:15]=[C:16]([NH:21][C:22]([CH:24]4[CH2:25][CH2:26]4)=[O:23])[N:17]=[CH:18]3)=[CH:13][CH:12]=2)[C:7]([CH3:10])=[CH:8][CH:9]=1, predict the reactants needed to synthesize it. The reactants are: [BH4-].[Na+].[F:3][C:4]1[C:5]([CH:27]=[O:28])=[C:6]([C:11]2[CH:20]=[C:19]3[C:14]([CH:15]=[C:16]([NH:21][C:22]([CH:24]4[CH2:26][CH2:25]4)=[O:23])[N:17]=[CH:18]3)=[CH:13][CH:12]=2)[C:7]([CH3:10])=[CH:8][CH:9]=1. (3) Given the product [Cl:23][C:2]1[N:10]2[C:6](=[N:7][C:8]3[CH:14]=[CH:13][CH:12]=[CH:11][C:9]=32)[C:5]([C:15]#[N:16])=[C:4]2[CH2:17][CH2:18][S:19][CH2:20][C:3]=12, predict the reactants needed to synthesize it. The reactants are: O=[C:2]1[N:10]2[C:6]([NH:7][C:8]3[CH:14]=[CH:13][CH:12]=[CH:11][C:9]=32)=[C:5]([C:15]#[N:16])[C:4]2[CH2:17][CH2:18][S:19][CH2:20][C:3]1=2.P(Cl)(Cl)([Cl:23])=O. (4) Given the product [CH2:18]([O:17][C:10]1[CH:11]=[C:12](/[CH:13]=[CH:25]/[C:26]([NH:28][C:29]2[CH:37]=[CH:36][CH:35]=[CH:34][C:30]=2[C:31]([OH:33])=[O:32])=[O:27])[CH:15]=[CH:16][C:9]=1[O:8][CH3:7])[CH2:19][C:20]#[CH:21], predict the reactants needed to synthesize it. The reactants are: N1CCCCC1.[CH3:7][O:8][C:9]1[CH:16]=[CH:15][C:12]([CH:13]=O)=[CH:11][C:10]=1[O:17][C:18]#[C:19][CH2:20][CH3:21].C([CH2:25][C:26]([NH:28][C:29]1[CH:37]=[CH:36][CH:35]=[CH:34][C:30]=1[C:31]([OH:33])=[O:32])=[O:27])(O)=O.Cl. (5) Given the product [Br:13][C:14]1[C:23]2[C:18](=[C:19]([Si:27]([CH3:30])([CH3:29])[CH3:28])[C:20]([F:25])=[C:21]([F:24])[CH:22]=2)[N:17]=[CH:16][CH:15]=1, predict the reactants needed to synthesize it. The reactants are: C(NC(C)C)(C)C.[Li]CCCC.[Br:13][C:14]1[C:23]2[C:18](=[CH:19][C:20]([F:25])=[C:21]([F:24])[CH:22]=2)[N:17]=[CH:16][CH:15]=1.Cl[Si:27]([CH3:30])([CH3:29])[CH3:28].[NH4+].[Cl-].